Dataset: Full USPTO retrosynthesis dataset with 1.9M reactions from patents (1976-2016). Task: Predict the reactants needed to synthesize the given product. (1) Given the product [F:36][C:34]([F:35])([F:37])[C:31]1[CH:30]=[CH:29][C:28]([C:25]2[N:24]=[CH:23][C:22]([C@@H:15]([O:14][C:11]3[CH:12]=[CH:13][C:8]([C:7]([NH:6][CH2:5][CH2:4][C:3]([OH:39])=[O:2])=[O:38])=[CH:9][CH:10]=3)[CH2:16][CH2:17][CH2:18][CH2:19][CH2:20][CH3:21])=[CH:27][CH:26]=2)=[CH:33][CH:32]=1, predict the reactants needed to synthesize it. The reactants are: C[O:2][C:3](=[O:39])[CH2:4][CH2:5][NH:6][C:7](=[O:38])[C:8]1[CH:13]=[CH:12][C:11]([O:14][C@H:15]([C:22]2[CH:23]=[N:24][C:25]([C:28]3[CH:33]=[CH:32][C:31]([C:34]([F:37])([F:36])[F:35])=[CH:30][CH:29]=3)=[CH:26][CH:27]=2)[CH2:16][CH2:17][CH2:18][CH2:19][CH2:20][CH3:21])=[CH:10][CH:9]=1.[OH-].[Na+]. (2) Given the product [CH3:1][O:2][C:3](=[O:28])[C:4]1[CH:9]=[CH:8][CH:7]=[C:6]([CH2:10][O:11][C:12]2[CH:17]=[CH:16][C:15]([C:18]3[CH:23]=[C:22]([F:24])[C:21]([F:25])=[CH:20][C:19]=3[Cl:29])=[CH:14][CH:13]=2)[C:5]=1[Br:27], predict the reactants needed to synthesize it. The reactants are: [CH3:1][O:2][C:3](=[O:28])[C:4]1[CH:9]=[CH:8][CH:7]=[C:6]([CH2:10][O:11][C:12]2[CH:17]=[CH:16][C:15]([C:18]3[CH:23]=[C:22]([F:24])[C:21]([F:25])=[CH:20][C:19]=3F)=[CH:14][CH:13]=2)[C:5]=1[Br:27].[Cl:29]C1C=C(F)C(F)=CC=1C1C=CC(O)=CC=1.COC(=O)C1C=CC=C(CBr)C=1Br. (3) Given the product [Cl:34][C:30]1[CH:29]=[C:28]([C:26]([CH:23]2[CH2:24][CH2:25]2)([C:13]2[CH:14]=[C:15]([CH:18]3[O:22][CH2:21][CH2:20][O:19]3)[S:16][CH:17]=2)[OH:27])[CH:33]=[CH:32][CH:31]=1, predict the reactants needed to synthesize it. The reactants are: [Li]CCCC.CCCCCC.Br[C:13]1[CH:14]=[C:15]([CH:18]2[O:22][CH2:21][CH2:20][O:19]2)[S:16][CH:17]=1.[CH:23]1([C:26]([C:28]2[CH:33]=[CH:32][CH:31]=[C:30]([Cl:34])[CH:29]=2)=[O:27])[CH2:25][CH2:24]1. (4) Given the product [CH3:20][S:17]([C:12]1[CH:13]=[CH:14][CH:15]=[CH:16][C:11]=1[NH:10][C:6]1[C:5]2[N:4]([N:3]=[C:2]([NH:36][C:33]3[CH:34]=[CH:35][C:30]([O:29][CH2:28][CH2:27][N:22]4[CH2:26][CH2:25][CH2:24][CH2:23]4)=[CH:31][CH:32]=3)[N:21]=2)[CH:9]=[CH:8][CH:7]=1)(=[O:19])=[O:18], predict the reactants needed to synthesize it. The reactants are: Cl[C:2]1[N:21]=[C:5]2[C:6]([NH:10][C:11]3[CH:16]=[CH:15][CH:14]=[CH:13][C:12]=3[S:17]([CH3:20])(=[O:19])=[O:18])=[CH:7][CH:8]=[CH:9][N:4]2[N:3]=1.[N:22]1([CH2:27][CH2:28][O:29][C:30]2[CH:35]=[CH:34][C:33]([NH2:36])=[CH:32][CH:31]=2)[CH2:26][CH2:25][CH2:24][CH2:23]1.C1(P(C2CCCCC2)C2C=CC=CC=2C2C=CC=CC=2P(C2CCCCC2)C2CCCCC2)CCCCC1. (5) Given the product [CH2:1]([O:3][C:4]([C:6]1[C:10]2[C:9](=[N:11][CH:22]=[C:23]([F:26])[CH:24]=2)[N:8]([CH2:12][C:13]2[CH:18]=[CH:17][CH:16]=[CH:15][C:14]=2[F:19])[N:7]=1)=[O:5])[CH3:2], predict the reactants needed to synthesize it. The reactants are: [CH2:1]([O:3][C:4]([C:6]1[CH:10]=[C:9]([NH2:11])[N:8]([CH2:12][C:13]2[CH:18]=[CH:17][CH:16]=[CH:15][C:14]=2[F:19])[N:7]=1)=[O:5])[CH3:2].CN(C)[CH:22]=[C:23]([F:26])[CH:24]=O.FC(F)(F)C(O)=O. (6) Given the product [OH:10][CH2:9][C:6]1[CH:7]=[CH:8][C:3]([O:2][CH3:1])=[C:4]([NH:13][C:14]([CH:16]2[CH2:17][CH:18]([O:60][CH2:61][CH2:62][CH2:63][CH2:64][CH2:65][CH2:66][CH2:67][CH2:68][CH2:69][CH2:70][CH2:71][CH2:72][CH2:73][CH2:74][CH2:75][CH2:76][CH2:77][CH3:78])[CH:19]([O:41][CH2:42][CH2:43][CH2:44][CH2:45][CH2:46][CH2:47][CH2:48][CH2:49][CH2:50][CH2:51][CH2:52][CH2:53][CH2:54][CH2:55][CH2:56][CH2:57][CH2:58][CH3:59])[CH:20]([O:22][CH2:23][CH2:24][CH2:25][CH2:26][CH2:27][CH2:28][CH2:29][CH2:30][CH2:31][CH2:32][CH2:33][CH2:34][CH2:35][CH2:36][CH2:37][CH2:38][CH2:39][CH3:40])[CH2:21]2)=[O:15])[CH:5]=1, predict the reactants needed to synthesize it. The reactants are: [CH3:1][O:2][C:3]1[CH:8]=[CH:7][C:6]([C:9](OC)=[O:10])=[CH:5][C:4]=1[NH:13][C:14]([CH:16]1[CH2:21][CH:20]([O:22][CH2:23][CH2:24][CH2:25][CH2:26][CH2:27][CH2:28][CH2:29][CH2:30][CH2:31][CH2:32][CH2:33][CH2:34][CH2:35][CH2:36][CH2:37][CH2:38][CH2:39][CH3:40])[CH:19]([O:41][CH2:42][CH2:43][CH2:44][CH2:45][CH2:46][CH2:47][CH2:48][CH2:49][CH2:50][CH2:51][CH2:52][CH2:53][CH2:54][CH2:55][CH2:56][CH2:57][CH2:58][CH3:59])[CH:18]([O:60][CH2:61][CH2:62][CH2:63][CH2:64][CH2:65][CH2:66][CH2:67][CH2:68][CH2:69][CH2:70][CH2:71][CH2:72][CH2:73][CH2:74][CH2:75][CH2:76][CH2:77][CH3:78])[CH2:17]1)=[O:15].CC(C[AlH]CC(C)C)C.C1(C)C=CC=CC=1.Cl. (7) Given the product [Cl:20][C:21]1[CH:29]=[C:28]([Cl:30])[CH:27]=[CH:26][C:22]=1[C:23]([NH:13][S:10](/[CH:9]=[CH:8]/[C:5]1[CH:4]=[CH:3][C:2]([Cl:1])=[CH:7][CH:6]=1)(=[O:11])=[O:12])=[O:24], predict the reactants needed to synthesize it. The reactants are: [Cl:1][C:2]1[CH:7]=[CH:6][C:5](/[CH:8]=[CH:9]/[S:10]([NH2:13])(=[O:12])=[O:11])=[CH:4][CH:3]=1.C(=O)([O-])[O-].[K+].[K+].[Cl:20][C:21]1[CH:29]=[C:28]([Cl:30])[CH:27]=[CH:26][C:22]=1[C:23](Cl)=[O:24].Cl. (8) Given the product [NH:11]([C:31]([O:33][C:34]([CH3:37])([CH3:36])[CH3:35])=[O:32])[C@H:12]([C:28]([N:6]1[CH2:7][CH2:8][CH2:9][C@H:5]1[C:4]([O:3][CH3:2])=[O:10])=[O:29])[CH2:13][CH2:14][CH2:15][CH2:16][NH:17][C:18]([O:20][CH2:21][C:22]1[CH:23]=[CH:24][CH:25]=[CH:26][CH:27]=1)=[O:19], predict the reactants needed to synthesize it. The reactants are: Cl.[CH3:2][O:3][C:4](=[O:10])[C@@H:5]1[CH2:9][CH2:8][CH2:7][NH:6]1.[NH:11]([C:31]([O:33][C:34]([CH3:37])([CH3:36])[CH3:35])=[O:32])[C@H:12]([C:28](O)=[O:29])[CH2:13][CH2:14][CH2:15][CH2:16][NH:17][C:18]([O:20][CH2:21][C:22]1[CH:27]=[CH:26][CH:25]=[CH:24][CH:23]=1)=[O:19].F[P-](F)(F)(F)(F)F.N1(O[P+](N(C)C)(N(C)C)N(C)C)C2C=CC=CC=2N=N1.CCN(C(C)C)C(C)C.